Dataset: Full USPTO retrosynthesis dataset with 1.9M reactions from patents (1976-2016). Task: Predict the reactants needed to synthesize the given product. (1) Given the product [Cl:16][C:17]1[CH:18]=[C:19]2[C:24](=[CH:25][CH:26]=1)[N:23]=[CH:22][CH:21]=[C:20]2[CH2:27][N:2]1[C:29]([C:31]2[N:35]([CH3:36])[CH:34]=[C:33]([C:37]([OH:39])=[O:38])[CH:32]=2)=[C:4]2[C:3]([N:8]([CH2:9][CH:10]([CH3:11])[CH3:12])[C:7](=[O:13])[N:6]([CH3:14])[C:5]2=[O:15])=[N:1]1, predict the reactants needed to synthesize it. The reactants are: [NH:1]([C:3]1[N:8]([CH2:9][CH:10]([CH3:12])[CH3:11])[C:7](=[O:13])[N:6]([CH3:14])[C:5](=[O:15])[CH:4]=1)[NH2:2].[Cl:16][C:17]1[CH:18]=[C:19]2[C:24](=[CH:25][CH:26]=1)[N:23]=[CH:22][CH:21]=[C:20]2[CH:27]=O.[CH:29]([C:31]1[N:35]([CH3:36])[CH:34]=[C:33]([C:37]([OH:39])=[O:38])[CH:32]=1)=O. (2) Given the product [CH:2]1([CH2:5][O:6][C:7]2[CH:12]=[CH:11][C:10]([CH2:13][CH3:14])=[CH:9][C:8]=2[C:15]2[C:16]3[NH:23][C:22]([CH3:24])=[C:21]([C:25]([NH:27][CH:28]4[CH2:29][CH2:30][N:31]([C:37](=[O:38])[CH2:36][O:35][CH3:34])[CH2:32][CH2:33]4)=[O:26])[C:17]=3[N:18]=[CH:19][N:20]=2)[CH2:4][CH2:3]1, predict the reactants needed to synthesize it. The reactants are: Cl.[CH:2]1([CH2:5][O:6][C:7]2[CH:12]=[CH:11][C:10]([CH2:13][CH3:14])=[CH:9][C:8]=2[C:15]2[C:16]3[NH:23][C:22]([CH3:24])=[C:21]([C:25]([NH:27][CH:28]4[CH2:33][CH2:32][NH:31][CH2:30][CH2:29]4)=[O:26])[C:17]=3[N:18]=[CH:19][N:20]=2)[CH2:4][CH2:3]1.[CH3:34][O:35][CH2:36][C:37](Cl)=[O:38]. (3) Given the product [OH:32][CH:33]1[CH2:38][CH2:37][N:36]([C:28](=[O:30])[CH2:27][CH:24]2[S:23][C:22]([C:19]3[NH:20][C:21]4[C:17]([CH:18]=3)=[CH:16][CH:15]=[CH:14][C:13]=4[N:12]([CH3:31])[S:9]([C:4]3[CH:5]=[CH:6][CH:7]=[CH:8][C:3]=3[O:2][CH3:1])(=[O:11])=[O:10])=[N:26][CH2:25]2)[CH2:35][CH2:34]1, predict the reactants needed to synthesize it. The reactants are: [CH3:1][O:2][C:3]1[CH:8]=[CH:7][CH:6]=[CH:5][C:4]=1[S:9]([N:12]([CH3:31])[C:13]1[CH:14]=[CH:15][CH:16]=[C:17]2[C:21]=1[NH:20][C:19]([C:22]1[S:23][CH:24]([CH2:27][C:28]([OH:30])=O)[CH2:25][N:26]=1)=[CH:18]2)(=[O:11])=[O:10].[OH:32][CH:33]1[CH2:38][CH2:37][NH:36][CH2:35][CH2:34]1.N1(O)C2C=CC=CC=2N=N1.Cl.CN(C)CCCN=C=NCC. (4) The reactants are: Br[C:2]1[CH:3]=[C:4]2[C:9](=[N:10][C:11]=1[CH:12]([O:15][CH3:16])[O:13][CH3:14])[N:8]([C:17]([NH:19][C:20]1[CH:25]=[CH:24][C:23]([C:26]#N)=[CH:22][N:21]=1)=[O:18])[CH2:7][CH2:6][CH2:5]2.[Li][CH2:29][CH2:30][CH2:31][CH3:32].[BH4-].[Na+].C1C[O:38]CC1. Given the product [CH3:14][O:13][CH:12]([O:15][CH3:16])[C:11]1[N:10]=[C:9]2[C:4]([CH2:5][CH2:6][CH2:7][N:8]2[C:17]([NH:19][C:20]2[CH:25]=[CH:24][C:23]([CH:26]([OH:38])[CH2:29][CH2:30][CH2:31][CH3:32])=[CH:22][N:21]=2)=[O:18])=[CH:3][CH:2]=1, predict the reactants needed to synthesize it. (5) Given the product [CH2:1]([N:5]1[C:13]2[C:12](=[O:14])[N:11]([CH3:15])[C:10]([C:30]#[N:31])=[N:9][C:8]=2[N:7]=[C:6]1[N:17]1[CH2:22][CH2:21][N:20]([C:23]([O:25][C:26]([CH3:29])([CH3:28])[CH3:27])=[O:24])[CH2:19][CH2:18]1)[C:2]#[C:3][CH3:4], predict the reactants needed to synthesize it. The reactants are: [CH2:1]([N:5]1[C:13]2[C:12](=[O:14])[N:11]([CH3:15])[C:10](Cl)=[N:9][C:8]=2[N:7]=[C:6]1[N:17]1[CH2:22][CH2:21][N:20]([C:23]([O:25][C:26]([CH3:29])([CH3:28])[CH3:27])=[O:24])[CH2:19][CH2:18]1)[C:2]#[C:3][CH3:4].[C-:30]#[N:31].[Na+].O. (6) Given the product [NH2:33][C:18]1([C:16]([NH:15][CH:8]([C:5]2[CH:4]=[CH:3][C:2]([Cl:1])=[CH:7][CH:6]=2)[CH2:9][NH:10][S:11]([CH3:14])(=[O:12])=[O:13])=[O:17])[CH2:19][CH2:20][N:21]([C:24]2[C:25]3[CH:32]=[CH:31][NH:30][C:26]=3[N:27]=[CH:28][N:29]=2)[CH2:22][CH2:23]1, predict the reactants needed to synthesize it. The reactants are: [Cl:1][C:2]1[CH:7]=[CH:6][C:5]([CH:8]([NH:15][C:16]([C:18]2([NH:33]C(=O)OC(C)(C)C)[CH2:23][CH2:22][N:21]([C:24]3[C:25]4[CH:32]=[CH:31][NH:30][C:26]=4[N:27]=[CH:28][N:29]=3)[CH2:20][CH2:19]2)=[O:17])[CH2:9][NH:10][S:11]([CH3:14])(=[O:13])=[O:12])=[CH:4][CH:3]=1.FC(F)(F)C(O)=O. (7) Given the product [CH3:1][NH:2][C:3]([C:5]1[C:13]2[C:8](=[CH:9][C:10]([OH:14])=[CH:11][CH:12]=2)[NH:7][C:6]=1[CH3:16])=[O:4], predict the reactants needed to synthesize it. The reactants are: [CH3:1][NH:2][C:3]([C:5]1[C:13]2[C:8](=[CH:9][C:10]([O:14]C)=[CH:11][CH:12]=2)[NH:7][C:6]=1[CH3:16])=[O:4].B(Br)(Br)Br. (8) Given the product [OH:3][CH2:4][CH2:5][CH2:6][C:7]1[C:15]2[C:10](=[CH:11][CH:12]=[CH:13][CH:14]=2)[NH:9][C:8]=1[C:16]([O:18][CH2:19][CH3:20])=[O:17], predict the reactants needed to synthesize it. The reactants are: C([O:3][C:4](=O)[CH2:5][CH2:6][C:7]1[C:15]2[C:10](=[CH:11][CH:12]=[CH:13][CH:14]=2)[NH:9][C:8]=1[C:16]([O:18][CH2:19][CH3:20])=[O:17])C.B.